This data is from Full USPTO retrosynthesis dataset with 1.9M reactions from patents (1976-2016). The task is: Predict the reactants needed to synthesize the given product. Given the product [NH2:41][C:40]1[S:42]/[C:36](=[CH:1]\[C:3]2[CH:4]=[C:5]3[C:10](=[CH:11][CH:12]=2)[N:9]=[CH:8][C:7]([C:13]#[N:14])=[C:6]3[O:15][CH2:16][C:17]([F:20])([F:19])[F:18])/[C:37](=[O:38])[N:39]=1, predict the reactants needed to synthesize it. The reactants are: [CH:1]([C:3]1[CH:4]=[C:5]2[C:10](=[CH:11][CH:12]=1)[N:9]=[CH:8][C:7]([C:13]#[N:14])=[C:6]2[O:15][CH2:16][C:17]([F:20])([F:19])[F:18])=O.COC1C=CC(/C=[C:36]2/[C:37]([NH:39][C:40]([S:42]/2)=[NH:41])=[O:38])=CC=1OC1CCCC1.C([O-])(=O)C.[Na+].